Dataset: Reaction yield outcomes from USPTO patents with 853,638 reactions. Task: Predict the reaction yield, written as a fraction of the theoretical maximum amount of product (1.0 means a 100% yield; for example, 0.34 means a 34% yield). (1) The product is [CH3:20][C:10]1[CH:15]=[CH:14][C:13]([S:16]([O:9][CH2:1][CH2:2][C:3]2[CH:8]=[CH:7][CH:6]=[CH:5][CH:4]=2)(=[O:18])=[O:17])=[CH:12][CH:11]=1. The yield is 0.510. The reactants are [CH2:1]([OH:9])[CH2:2][C:3]1[CH:8]=[CH:7][CH:6]=[CH:5][CH:4]=1.[C:10]1([CH3:20])[CH:15]=[CH:14][C:13]([S:16](Cl)(=[O:18])=[O:17])=[CH:12][CH:11]=1. The catalyst is N1C=CC=CC=1.C(OCC)(=O)C. (2) The reactants are [Cl:1][C:2]1[CH:3]=[C:4]2[C:9](=[CH:10][C:11]=1[O:12][C:13]1[CH:18]=[CH:17][C:16]([C:19](=[O:36])[NH:20][CH2:21][CH2:22][C:23]3[CH:28]=[CH:27][CH:26]=[C:25]([O:29][C:30]4[CH:35]=[CH:34][CH:33]=[CH:32][CH:31]=4)[CH:24]=3)=[CH:15][CH:14]=1)[O:8][CH2:7][CH2:6][CH:5]2[C:37]([O:39]CC)=[O:38].[OH-].[Na+].C1COCC1.Cl. The catalyst is C(OCC)(=O)C.C(O)C. The product is [Cl:1][C:2]1[CH:3]=[C:4]2[C:9](=[CH:10][C:11]=1[O:12][C:13]1[CH:14]=[CH:15][C:16]([C:19](=[O:36])[NH:20][CH2:21][CH2:22][C:23]3[CH:28]=[CH:27][CH:26]=[C:25]([O:29][C:30]4[CH:31]=[CH:32][CH:33]=[CH:34][CH:35]=4)[CH:24]=3)=[CH:17][CH:18]=1)[O:8][CH2:7][CH2:6][CH:5]2[C:37]([OH:39])=[O:38]. The yield is 0.828. (3) The yield is 0.640. The catalyst is C(#N)C.O.Cl. The product is [CH2:18]([N:22]([C:6]1[C:5]([CH3:9])=[C:4]([Cl:10])[N:3]=[C:2]([CH3:1])[N:7]=1)[CH2:23][CH3:24])[CH2:19][CH2:20][CH3:21]. The reactants are [CH3:1][C:2]1[N:7]=[C:6](Cl)[C:5]([CH3:9])=[C:4]([Cl:10])[N:3]=1.C(N(CC)CC)C.[CH2:18]([NH:22][CH2:23][CH3:24])[CH2:19][CH2:20][CH3:21].